Dataset: Forward reaction prediction with 1.9M reactions from USPTO patents (1976-2016). Task: Predict the product of the given reaction. (1) Given the reactants [F:1][C:2]([F:14])([F:13])[C:3]1[CH:4]=[C:5]2[C:10](=[CH:11][CH:12]=1)[CH2:9][NH:8][CH2:7][CH2:6]2.[CH3:15][S:16]([C:19]1[CH:20]=[C:21]([C:31](O)=[O:32])[C:22]([C:25]2[CH:30]=[CH:29][CH:28]=[CH:27][CH:26]=2)=[CH:23][CH:24]=1)(=[O:18])=[O:17], predict the reaction product. The product is: [CH3:15][S:16]([C:19]1[CH:24]=[CH:23][C:22]([C:25]2[CH:30]=[CH:29][CH:28]=[CH:27][CH:26]=2)=[C:21]([C:31]([N:8]2[CH2:7][CH2:6][C:5]3[C:10](=[CH:11][CH:12]=[C:3]([C:2]([F:1])([F:13])[F:14])[CH:4]=3)[CH2:9]2)=[O:32])[CH:20]=1)(=[O:17])=[O:18]. (2) Given the reactants [CH2:1]([N:8]1[CH2:13][CH2:12][NH:11][C@@H:10]([CH2:14][CH2:15][S:16][CH3:17])[CH2:9]1)[C:2]1[CH:7]=[CH:6][CH:5]=[CH:4][CH:3]=1.C=O.[C:20](O[BH-](OC(=O)C)OC(=O)C)(=[O:22])C.[Na+].[OH-].[Na+], predict the reaction product. The product is: [NH3:8].[CH3:20][OH:22].[CH2:1]([N:8]1[CH2:13][CH2:12][N:11]([CH3:20])[C@@H:10]([CH2:14][CH2:15][S:16][CH3:17])[CH2:9]1)[C:2]1[CH:3]=[CH:4][CH:5]=[CH:6][CH:7]=1. (3) Given the reactants C([NH:4][C:5]1[C:10]2[NH:11][C:12](=[O:21])[N:13]([CH2:14][C:15]3[CH:20]=[CH:19][CH:18]=[CH:17][CH:16]=3)[C:9]=2[CH:8]=[C:7]([CH:22]2[CH2:24][CH2:23]2)[N:6]=1)C=C.B(F)(F)F.CCOCC.C(Cl)Cl.CO, predict the reaction product. The product is: [NH2:4][C:5]1[C:10]2[NH:11][C:12](=[O:21])[N:13]([CH2:14][C:15]3[CH:20]=[CH:19][CH:18]=[CH:17][CH:16]=3)[C:9]=2[CH:8]=[C:7]([CH:22]2[CH2:23][CH2:24]2)[N:6]=1. (4) The product is: [F:28][C:16]1[CH:17]=[C:18]2[C:13](=[CH:14][CH:15]=1)[O:12][C:11]([C@H:9]([OH:8])[CH3:10])=[C:20]([C:21]1[CH:22]=[CH:23][CH:24]=[CH:25][CH:26]=1)[C:19]2=[O:27]. Given the reactants C([O:8][C@@H:9]([C:11]1[O:12][C:13]2[C:18]([C:19](=[O:27])[C:20]=1[C:21]1[CH:26]=[CH:25][CH:24]=[CH:23][CH:22]=1)=[CH:17][C:16]([F:28])=[CH:15][CH:14]=2)[CH3:10])C1C=CC=CC=1.[Cl-].[Al+3].[Cl-].[Cl-], predict the reaction product. (5) Given the reactants [NH2:1][C:2]1[N:3]=[C:4]([NH:17][CH:18]2[CH2:23][CH2:22][NH:21][CH2:20][CH2:19]2)[S:5][C:6]=1[C:7]([C:9]1[C:14]([F:15])=[CH:13][CH:12]=[CH:11][C:10]=1[F:16])=[O:8].[C:24]1([NH:30][S:31](Cl)(=[O:33])=[O:32])[CH:29]=[CH:28][CH:27]=[CH:26][CH:25]=1, predict the reaction product. The product is: [C:24]1([NH:30][S:31]([N:21]2[CH2:22][CH2:23][CH:18]([NH:17][C:4]3[S:5][C:6]([C:7](=[O:8])[C:9]4[C:14]([F:15])=[CH:13][CH:12]=[CH:11][C:10]=4[F:16])=[C:2]([NH2:1])[N:3]=3)[CH2:19][CH2:20]2)(=[O:33])=[O:32])[CH:29]=[CH:28][CH:27]=[CH:26][CH:25]=1. (6) Given the reactants Cl.[Br:2][C:3]1[CH:8]=[CH:7][C:6]([N:9]2[CH2:14][CH2:13][NH:12][CH2:11][CH2:10]2)=[C:5]([N+:15]([O-:17])=[O:16])[CH:4]=1.Cl[CH2:19][C:20]([NH2:22])=[O:21].C(=O)([O-])[O-].[Na+].[Na+], predict the reaction product. The product is: [Br:2][C:3]1[CH:8]=[CH:7][C:6]([N:9]2[CH2:10][CH2:11][N:12]([CH2:19][C:20]([NH2:22])=[O:21])[CH2:13][CH2:14]2)=[C:5]([N+:15]([O-:17])=[O:16])[CH:4]=1.